This data is from Experimentally validated miRNA-target interactions with 360,000+ pairs, plus equal number of negative samples. The task is: Binary Classification. Given a miRNA mature sequence and a target amino acid sequence, predict their likelihood of interaction. The miRNA is hsa-miR-637 with sequence ACUGGGGGCUUUCGGGCUCUGCGU. The protein sequence of the target gene is MKGSRIELGDVTPHNIKQLKRLNQVIFPVSYNDKFYKDVLEVGELAKLAYFNDIAVGAVCCRVDHSQNQKRLYIMTLGCLAPYRRLGIGTKMLNHVLNICEKDGTFDNIYLHVQISNESAIDFYRKFGFEIIETKKNYYKRIEPADAHVLQKNLKVPSGQNAETQKTDN. Result: 0 (no interaction).